This data is from Full USPTO retrosynthesis dataset with 1.9M reactions from patents (1976-2016). The task is: Predict the reactants needed to synthesize the given product. (1) Given the product [C:11]([O:10][C:9](=[O:15])[NH:8][CH2:7][CH:3]1[CH2:4][CH2:5][CH2:6][N:1]([S:17]([CH3:16])(=[O:19])=[O:18])[CH2:2]1)([CH3:12])([CH3:14])[CH3:13], predict the reactants needed to synthesize it. The reactants are: [NH:1]1[CH2:6][CH2:5][CH2:4][CH:3]([CH2:7][NH:8][C:9](=[O:15])[O:10][C:11]([CH3:14])([CH3:13])[CH3:12])[CH2:2]1.[CH3:16][S:17](Cl)(=[O:19])=[O:18].C(N(CC)CC)C. (2) Given the product [C:38]([O:37][C@@H:9]([C:10]1[C:28]([CH3:29])=[CH:27][C:13]2[N:14]=[C:15]([C:17]3[CH:18]=[C:19]4[CH:25]=[N:24][N:23]([CH3:26])[C:20]4=[N:21][CH:22]=3)[S:16][C:12]=2[C:11]=1[C:30]1[CH:35]=[CH:34][C:33]([Cl:36])=[CH:32][CH:31]=1)[CH2:8][OH:7])([CH3:41])([CH3:39])[CH3:40], predict the reactants needed to synthesize it. The reactants are: C([O:7][CH2:8][C@@H:9]([O:37][C:38]([CH3:41])([CH3:40])[CH3:39])[C:10]1[C:28]([CH3:29])=[CH:27][C:13]2[N:14]=[C:15]([C:17]3[CH:18]=[C:19]4[CH:25]=[N:24][N:23]([CH3:26])[C:20]4=[N:21][CH:22]=3)[S:16][C:12]=2[C:11]=1[C:30]1[CH:35]=[CH:34][C:33]([Cl:36])=[CH:32][CH:31]=1)(=O)C(C)(C)C.[OH-].[Na+]. (3) The reactants are: C([N:5]1[C:9]2=[N:10][CH:11]=[C:12]([S:14][C:15]3[CH:20]=[C:19]([F:21])[CH:18]=[C:17]([F:22])[CH:16]=3)[CH:13]=[C:8]2[C:7]([NH:23][C:24]([NH:26][C:27]2[CH:32]=[CH:31][C:30]([N:33]3[CH2:38][CH2:37][N:36]([CH3:39])[CH2:35][CH2:34]3)=[CH:29][CH:28]=2)=[O:25])=[N:6]1)(C)(C)C. Given the product [F:21][C:19]1[CH:20]=[C:15]([S:14][C:12]2[CH:13]=[C:8]3[C:7]([NH:23][C:24]([NH:26][C:27]4[CH:32]=[CH:31][C:30]([N:33]5[CH2:38][CH2:37][N:36]([CH3:39])[CH2:35][CH2:34]5)=[CH:29][CH:28]=4)=[O:25])=[N:6][NH:5][C:9]3=[N:10][CH:11]=2)[CH:16]=[C:17]([F:22])[CH:18]=1, predict the reactants needed to synthesize it. (4) Given the product [F:1][C:2]1[CH:7]=[CH:6][C:5]([CH3:8])=[CH:4][C:3]=1[NH:9][C:10]([NH:12][C:13]1[CH:14]=[CH:15][C:16]([O:17][C:18]2[CH:23]=[CH:22][N:21]=[C:20]([C:24]3[NH:28][CH:27]=[C:26]([C:29]([NH:76][CH2:75][CH2:74][CH2:73][C:72]4[N:68]=[N:69][NH:70][N:71]=4)=[O:31])[CH:25]=3)[CH:19]=2)=[CH:32][CH:33]=1)=[O:11], predict the reactants needed to synthesize it. The reactants are: [F:1][C:2]1[CH:7]=[CH:6][C:5]([CH3:8])=[CH:4][C:3]=1[NH:9][C:10]([NH:12][C:13]1[CH:33]=[CH:32][C:16]([O:17][C:18]2[CH:23]=[CH:22][N:21]=[C:20]([C:24]3[NH:28][CH:27]=[C:26]([C:29]([OH:31])=O)[CH:25]=3)[CH:19]=2)=[CH:15][CH:14]=1)=[O:11].CN(C(ON1N=NC2C=CC=NC1=2)=[N+](C)C)C.F[P-](F)(F)(F)(F)F.C(N(CC)C(C)C)(C)C.Cl.[NH:68]1[C:72]([CH2:73][CH2:74][CH2:75][NH2:76])=[N:71][N:70]=[N:69]1.Cl. (5) Given the product [C:1]1([C:24]2[CH:25]=[CH:26][CH:27]=[CH:28][CH:29]=2)[CH:6]=[CH:5][CH:4]=[C:3]([NH:7][C:8](=[O:23])[CH2:9][CH2:10][CH2:11][CH2:12][CH2:13][NH:14][C:15](=[O:22])[CH2:16][SH:17])[CH:2]=1, predict the reactants needed to synthesize it. The reactants are: [C:1]1([C:24]2[CH:29]=[CH:28][CH:27]=[CH:26][CH:25]=2)[CH:6]=[CH:5][CH:4]=[C:3]([NH:7][C:8](=[O:23])[CH2:9][CH2:10][CH2:11][CH2:12][CH2:13][NH:14][C:15](=[O:22])[CH2:16][S:17]CC(O)=O)[CH:2]=1.C1(C2C=CC=CC=2)C=CC=C(NC(=O)CCCCCNC(=O)CSCC(OC)=O)C=1.